From a dataset of Forward reaction prediction with 1.9M reactions from USPTO patents (1976-2016). Predict the product of the given reaction. Given the reactants [CH:1]1[CH:2]=C[C:4]2[N:9](O)N=[N:7][C:5]=2[CH:6]=1.[N:11]1([C:17]([C:19]2[CH:20]=[CH:21][C:22]([O:28][CH2:29][C:30]3[CH:35]=[CH:34][CH:33]=[CH:32][CH:31]=3)=[C:23]([CH:27]=2)[C:24]([OH:26])=O)=[O:18])[CH2:16][CH2:15][O:14][CH2:13][CH2:12]1.N1C=CC=C(N)C=1.C(Cl)CCl, predict the reaction product. The product is: [N:11]1([C:17]([C:19]2[CH:20]=[CH:21][C:22]([O:28][CH2:29][C:30]3[CH:35]=[CH:34][CH:33]=[CH:32][CH:31]=3)=[C:23]([CH:27]=2)[C:24]([NH:7][C:5]2[CH:4]=[N:9][CH:2]=[CH:1][CH:6]=2)=[O:26])=[O:18])[CH2:16][CH2:15][O:14][CH2:13][CH2:12]1.